Dataset: Forward reaction prediction with 1.9M reactions from USPTO patents (1976-2016). Task: Predict the product of the given reaction. Given the reactants [CH3:1][O:2][C:3]1[C:8]2[CH:9]([NH:12][C:13]3[O:14][CH2:15][C:16]4[CH:22]=[C:21]([NH2:23])[CH:20]=[CH:19][C:17]=4[N:18]=3)[CH2:10][O:11][C:7]=2[CH:6]=[CH:5][CH:4]=1.[C:24]1([S:30](Cl)(=[O:32])=[O:31])[CH:29]=[CH:28][CH:27]=[CH:26][CH:25]=1, predict the reaction product. The product is: [CH3:1][O:2][C:3]1[C:8]2[CH:9]([NH:12][C:13]3[O:14][CH2:15][C:16]4[CH:22]=[C:21]([NH:23][S:30]([C:24]5[CH:29]=[CH:28][CH:27]=[CH:26][CH:25]=5)(=[O:32])=[O:31])[CH:20]=[CH:19][C:17]=4[N:18]=3)[CH2:10][O:11][C:7]=2[CH:6]=[CH:5][CH:4]=1.